Dataset: Forward reaction prediction with 1.9M reactions from USPTO patents (1976-2016). Task: Predict the product of the given reaction. (1) The product is: [F:36][C:32]1[CH:33]=[CH:34][CH:35]=[C:2]([F:1])[C:3]=1[C:4]([NH:6][C:7]1[CH:8]=[C:9]([C:27]([OH:29])=[O:28])[C:10]([C:13]2[CH:18]=[CH:17][CH:16]=[C:15]([C:19]3[C:23](=[O:24])[C:22]([CH3:25])([CH3:26])[O:21][N:20]=3)[CH:14]=2)=[CH:11][CH:12]=1)=[O:5]. Given the reactants [F:1][C:2]1[CH:35]=[CH:34][CH:33]=[C:32]([F:36])[C:3]=1[C:4]([NH:6][C:7]1[CH:8]=[C:9]([C:27]([O:29]CC)=[O:28])[C:10]([C:13]2[CH:18]=[CH:17][CH:16]=[C:15]([C:19]3[C:23](=[O:24])[C:22]([CH3:26])([CH3:25])[O:21][N:20]=3)[CH:14]=2)=[CH:11][CH:12]=1)=[O:5].C(OC(=O)C1C=C(NC(=O)C2C(F)=CC=CC=2F)C=CC=1Br)C.C(=O)([O-])[O-].[Na+].[Na+], predict the reaction product. (2) Given the reactants FC(F)(F)C([NH:5][C@@H:6]1[C:14]2[C:9](=[CH:10][CH:11]=[C:12]([O:15][CH:16]([CH3:18])[CH3:17])[CH:13]=2)[C@H:8]([OH:19])[CH2:7]1)=O.C([O:25]C1C=C(C=CC=1)C=O)(C)C.C(O)(=O)CC(O)=O.C([O-])(=O)C.[NH4+], predict the reaction product. The product is: [NH2:5][CH:6]([C:14]1[CH:9]=[CH:10][CH:11]=[C:12]([O:15][CH:16]([CH3:17])[CH3:18])[CH:13]=1)[CH2:7][C:8]([OH:19])=[O:25]. (3) Given the reactants [CH3:1][O:2][C:3]1[CH:4]=[C:5]2[C:10](=[CH:11][C:12]=1[O:13][CH3:14])[NH:9][C:8](=[O:15])[C:7]([C:16]([OH:18])=O)=[CH:6]2.[CH3:19][C:20]1[CH:25]=[CH:24][C:23]([C:26]2[N:27]=[N:28][NH:29][N:30]=2)=[CH:22][C:21]=1[NH2:31].CCN(C(C)C)C(C)C, predict the reaction product. The product is: [CH3:19][C:20]1[CH:25]=[CH:24][C:23]([C:26]2[NH:30][N:29]=[N:28][N:27]=2)=[CH:22][C:21]=1[NH:31][C:16]([C:7]1[C:8](=[O:15])[NH:9][C:10]2[C:5]([CH:6]=1)=[CH:4][C:3]([O:2][CH3:1])=[C:12]([O:13][CH3:14])[CH:11]=2)=[O:18]. (4) Given the reactants Br[C:2]1[CH:15]=[CH:14][C:13]2[C:12]3[C:7](=[CH:8][C:9](Br)=[CH:10][CH:11]=3)[C:6]([CH3:17])=[C:5]([CH3:18])[C:4]=2[CH:3]=1.[C:19]1([NH:29][C:30]2[CH:35]=[CH:34][CH:33]=[CH:32][CH:31]=2)[C:28]2[C:23](=[CH:24][CH:25]=[CH:26][CH:27]=2)[CH:22]=[CH:21][CH:20]=1.[C:42](P([C:42]([CH3:45])([CH3:44])[CH3:43])Cl)([CH3:45])([CH3:44])[CH3:43].C[C:47]([CH3:50])([O-])[CH3:48].[Na+], predict the reaction product. The product is: [C:30]1([N:29]([C:2]2[CH:15]=[CH:14][C:13]3[C:12]4[C:7](=[CH:8][C:9]([N:29]([C:44]5[C:42]6[C:43](=[CH:24][CH:25]=[CH:26][CH:45]=6)[CH:50]=[CH:47][CH:48]=5)[C:19]5[CH:28]=[CH:23][CH:22]=[CH:21][CH:20]=5)=[CH:10][CH:11]=4)[C:6]([CH3:17])=[C:5]([CH3:18])[C:4]=3[CH:3]=2)[C:19]2[C:28]3[C:23](=[CH:24][CH:25]=[CH:26][CH:27]=3)[CH:22]=[CH:21][CH:20]=2)[CH:35]=[CH:34][CH:33]=[CH:32][CH:31]=1. (5) Given the reactants Cl.[CH3:2][O:3][C:4](=[O:8])[CH:5]([CH3:7])[NH2:6].C(N(CC)CC)C.[N+:16]([C:19]1[CH:24]=[CH:23][CH:22]=[CH:21][C:20]=1[S:25](Cl)(=[O:27])=[O:26])([O-:18])=[O:17], predict the reaction product. The product is: [N+:16]([C:19]1[CH:24]=[CH:23][CH:22]=[CH:21][C:20]=1[S:25]([NH:6][CH:5]([CH3:7])[C:4]([O:3][CH3:2])=[O:8])(=[O:27])=[O:26])([O-:18])=[O:17]. (6) Given the reactants [F:1][C:2]1[CH:3]=[C:4]([I:10])[CH:5]=[C:6]([CH:9]=1)[CH:7]=O.[C:11]1([C@H:17]([NH2:19])[CH3:18])[CH:16]=[CH:15][CH:14]=[CH:13][CH:12]=1, predict the reaction product. The product is: [F:1][C:2]1[CH:3]=[C:4]([I:10])[CH:5]=[C:6]([CH:9]=1)[CH2:7][NH:19][C@@H:17]([C:11]1[CH:16]=[CH:15][CH:14]=[CH:13][CH:12]=1)[CH3:18]. (7) Given the reactants [H-].[Na+].[OH:3][C@@H:4]([CH3:11])[C:5]([O:7][CH:8]([CH3:10])[CH3:9])=[O:6].[Cl:12][C:13]1[CH:18]=[C:17](Cl)[N:16]=[CH:15][N:14]=1, predict the reaction product. The product is: [Cl:12][C:13]1[N:14]=[CH:15][N:16]=[C:17]([O:3][C@@H:4]([CH3:11])[C:5]([O:7][CH:8]([CH3:10])[CH3:9])=[O:6])[CH:18]=1.